From a dataset of Peptide-MHC class I binding affinity with 185,985 pairs from IEDB/IMGT. Regression. Given a peptide amino acid sequence and an MHC pseudo amino acid sequence, predict their binding affinity value. This is MHC class I binding data. (1) The peptide sequence is QELGHEDLM. The MHC is HLA-B40:02 with pseudo-sequence HLA-B40:02. The binding affinity (normalized) is 0.260. (2) The peptide sequence is MPILTLTRAL. The MHC is HLA-B15:01 with pseudo-sequence HLA-B15:01. The binding affinity (normalized) is 0.366. (3) The peptide sequence is QPHWIAASII. The MHC is HLA-B51:01 with pseudo-sequence HLA-B51:01. The binding affinity (normalized) is 0.432. (4) The peptide sequence is LLKTRFRGL. The MHC is HLA-B35:01 with pseudo-sequence HLA-B35:01. The binding affinity (normalized) is 0.0847.